Predict the reactants needed to synthesize the given product. From a dataset of Full USPTO retrosynthesis dataset with 1.9M reactions from patents (1976-2016). (1) Given the product [NH2:4][C:5]([C:7]1[N:12]=[C:11]([C:13]2[CH:14]=[CH:15][C:16]([C@H:19]3[CH2:20][CH2:21][C@H:22]([C:25]([OH:27])=[O:26])[CH2:23][CH2:24]3)=[CH:17][CH:18]=2)[C:10]([CH3:29])=[N:9][CH:8]=1)=[O:6], predict the reactants needed to synthesize it. The reactants are: O.[OH-].[Li+].[NH2:4][C:5]([C:7]1[N:12]=[C:11]([C:13]2[CH:18]=[CH:17][C:16]([C@H:19]3[CH2:24][CH2:23][C@H:22]([C:25]([O:27]C)=[O:26])[CH2:21][CH2:20]3)=[CH:15][CH:14]=2)[C:10]([CH3:29])=[N:9][CH:8]=1)=[O:6]. (2) Given the product [Br:33][CH:20]([C:15]1[CH:16]=[C:17]2[C:12](=[CH:13][CH:14]=1)[C:11]([C:23]([F:26])([F:25])[F:24])=[C:10]([O:9][C@H:6]1[CH2:7][CH2:8][C@@H:3]([CH2:1][CH3:2])[CH2:4][CH2:5]1)[CH:19]=[CH:18]2)[CH3:21], predict the reactants needed to synthesize it. The reactants are: [CH2:1]([C@@H:3]1[CH2:8][CH2:7][C@H:6]([O:9][C:10]2[C:11]([C:23]([F:26])([F:25])[F:24])=[C:12]3[C:17](=[CH:18][CH:19]=2)[CH:16]=[C:15]([CH:20](O)[CH3:21])[CH:14]=[CH:13]3)[CH2:5][CH2:4]1)[CH3:2].O1CCCC1.P(Br)(Br)[Br:33].C(Cl)Cl. (3) Given the product [C:26]([O:30][C:31]([N:33]1[CH2:39][CH2:38][C:37]2[CH:40]=[CH:41][C:42]([NH:44][C:2]3[N:25]=[C:5]4[C:6]([C:10]5[CH:15]=[C:14]([S:16]([CH3:19])(=[O:18])=[O:17])[CH:13]=[CH:12][C:11]=5[O:20][CH2:21][CH:22]([F:24])[F:23])=[CH:7][CH:8]=[CH:9][N:4]4[N:3]=3)=[CH:43][C:36]=2[CH2:35][CH2:34]1)=[O:32])([CH3:29])([CH3:27])[CH3:28], predict the reactants needed to synthesize it. The reactants are: Cl[C:2]1[N:25]=[C:5]2[C:6]([C:10]3[CH:15]=[C:14]([S:16]([CH3:19])(=[O:18])=[O:17])[CH:13]=[CH:12][C:11]=3[O:20][CH2:21][CH:22]([F:24])[F:23])=[CH:7][CH:8]=[CH:9][N:4]2[N:3]=1.[C:26]([O:30][C:31]([N:33]1[CH2:39][CH2:38][C:37]2[CH:40]=[CH:41][C:42]([NH2:44])=[CH:43][C:36]=2[CH2:35][CH2:34]1)=[O:32])([CH3:29])([CH3:28])[CH3:27]. (4) The reactants are: [CH2:1]([O:8][C:9]1[CH:10]=[CH:11][C:12]([Br:16])=[C:13]([CH:15]=1)[NH2:14])[C:2]1[CH:7]=[CH:6][CH:5]=[CH:4][CH:3]=1.[CH:17]1([C:22](O)=[O:23])[CH2:21][CH2:20][CH2:19][CH2:18]1.CCN=C=NCCCN(C)C. Given the product [CH2:1]([O:8][C:9]1[CH:10]=[CH:11][C:12]([Br:16])=[C:13]([NH:14][C:22]([CH:17]2[CH2:21][CH2:20][CH2:19][CH2:18]2)=[O:23])[CH:15]=1)[C:2]1[CH:3]=[CH:4][CH:5]=[CH:6][CH:7]=1, predict the reactants needed to synthesize it. (5) The reactants are: [CH2:1]([O:3][C:4]1[CH:5]=[C:6]([C:13](=[O:36])[CH2:14][CH2:15][C:16]([NH:18][C:19]2[CH:28]=[C:27]([C:29]3[CH:34]=[CH:33][C:32]([OH:35])=[CH:31][CH:30]=3)[C:26]3[C:21](=[CH:22][CH:23]=[CH:24][CH:25]=3)[N:20]=2)=[O:17])[CH:7]=[CH:8][C:9]=1[O:10][CH2:11][CH3:12])[CH3:2].Br[CH2:38][C:39]([O:41][C:42]([CH3:45])([CH3:44])[CH3:43])=[O:40].C(=O)([O-])[O-].[K+].[K+].[I-].[K+]. Given the product [CH2:1]([O:3][C:4]1[CH:5]=[C:6]([C:13](=[O:36])[CH2:14][CH2:15][C:16]([NH:18][C:19]2[CH:28]=[C:27]([C:29]3[CH:30]=[CH:31][C:32]([O:35][CH2:38][C:39]([O:41][C:42]([CH3:45])([CH3:44])[CH3:43])=[O:40])=[CH:33][CH:34]=3)[C:26]3[C:21](=[CH:22][CH:23]=[CH:24][CH:25]=3)[N:20]=2)=[O:17])[CH:7]=[CH:8][C:9]=1[O:10][CH2:11][CH3:12])[CH3:2], predict the reactants needed to synthesize it. (6) Given the product [C:19]([C:23]1[O:27][N:26]=[C:25]([NH:28][CH:8]=[C:9]2[C:17]3[C:12](=[CH:13][CH:14]=[CH:15][CH:16]=3)[NH:11][C:10]2=[O:18])[CH:24]=1)([CH3:22])([CH3:21])[CH3:20], predict the reactants needed to synthesize it. The reactants are: NC1C=CNN=1.O/[CH:8]=[C:9]1\[C:10](=[O:18])[NH:11][C:12]2[C:17]\1=[CH:16][CH:15]=[CH:14][CH:13]=2.[C:19]([C:23]1[O:27][N:26]=[C:25]([NH2:28])[CH:24]=1)([CH3:22])([CH3:21])[CH3:20]. (7) Given the product [F:11][C:10]1[CH:9]=[C:8]2[C:4]([CH:5]=[CH:6][NH:7]2)=[CH:3][C:2]=1[C:17]1[CH:18]=[CH:19][C:14]([O:13][CH3:12])=[CH:15][CH:16]=1, predict the reactants needed to synthesize it. The reactants are: Br[C:2]1[CH:3]=[C:4]2[C:8](=[CH:9][C:10]=1[F:11])[NH:7][CH:6]=[CH:5]2.[CH3:12][O:13][C:14]1[CH:19]=[CH:18][C:17](B(O)O)=[CH:16][CH:15]=1.C(=O)([O-])[O-].[K+].[K+]. (8) Given the product [CH3:1][O:2][C:3]1[CH:4]=[C:5]([C:11]([C:17]2[CH:18]=[CH:19][CH:20]=[CH:21][CH:22]=2)=[CH:12][CH3:13])[CH:6]=[CH:7][C:8]=1[O:9][CH3:10], predict the reactants needed to synthesize it. The reactants are: [CH3:1][O:2][C:3]1[CH:4]=[C:5]([C:11]([C:17]2[CH:22]=[CH:21][C:20](OC)=[C:19](OC)[CH:18]=2)=[CH:12][C:13](OC)=O)[CH:6]=[CH:7][C:8]=1[O:9][CH3:10].COC1C=C(C=CC=1OC)C(C1C=CC=CC=1)=O.C[Si](C)(C)[N-][Si](C)(C)C.[Li+].